Dataset: Reaction yield outcomes from USPTO patents with 853,638 reactions. Task: Predict the reaction yield, written as a fraction of the theoretical maximum amount of product (1.0 means a 100% yield; for example, 0.34 means a 34% yield). The reactants are [Cl:1][C:2]1[N:7]=[C:6](Cl)[CH:5]=[CH:4][N:3]=1.[N+:9]([C:12]1[CH:13]=[C:14](B(O)O)[CH:15]=[CH:16][CH:17]=1)([O-:11])=[O:10]. No catalyst specified. The product is [Cl:1][C:2]1[N:7]=[C:6]([C:16]2[CH:15]=[CH:14][CH:13]=[C:12]([N+:9]([O-:11])=[O:10])[CH:17]=2)[CH:5]=[CH:4][N:3]=1. The yield is 0.600.